From a dataset of Reaction yield outcomes from USPTO patents with 853,638 reactions. Predict the reaction yield, written as a fraction of the theoretical maximum amount of product (1.0 means a 100% yield; for example, 0.34 means a 34% yield). (1) The reactants are [Br:1][C:2]1[CH:8]=[CH:7][C:6]([CH3:9])=[CH:5][C:3]=1[NH2:4].C(O[CH:13]=[C:14]([C:20]([O:22][CH2:23][CH3:24])=[O:21])[C:15]([O:17][CH2:18][CH3:19])=[O:16])C. No catalyst specified. The product is [Br:1][C:2]1[CH:8]=[CH:7][C:6]([CH3:9])=[CH:5][C:3]=1[NH:4][CH:13]=[C:14]([C:15]([O:17][CH2:18][CH3:19])=[O:16])[C:20]([O:22][CH2:23][CH3:24])=[O:21]. The yield is 0.840. (2) The reactants are Br[C:2]1[C:11]2[C:6](=[CH:7][C:8]([F:12])=[CH:9][CH:10]=2)[C:5](=[O:13])[N:4]([CH3:14])[CH:3]=1.[B:15]1([B:15]2[O:19][C:18]([CH3:21])([CH3:20])[C:17]([CH3:23])([CH3:22])[O:16]2)[O:19][C:18]([CH3:21])([CH3:20])[C:17]([CH3:23])([CH3:22])[O:16]1.C(O[K])(C)=O.CC(C1C=C(C(C)C)C(C2C=CC=CC=2P(C2CCCCC2)C2CCCCC2)=C(C(C)C)C=1)C. The catalyst is O1CCOCC1.C1C=CC(/C=C/C(/C=C/C2C=CC=CC=2)=O)=CC=1.C1C=CC(/C=C/C(/C=C/C2C=CC=CC=2)=O)=CC=1.C1C=CC(/C=C/C(/C=C/C2C=CC=CC=2)=O)=CC=1.[Pd].[Pd]. The product is [F:12][C:8]1[CH:7]=[C:6]2[C:11]([C:2]([B:15]3[O:19][C:18]([CH3:21])([CH3:20])[C:17]([CH3:23])([CH3:22])[O:16]3)=[CH:3][N:4]([CH3:14])[C:5]2=[O:13])=[CH:10][CH:9]=1. The yield is 0.563. (3) The reactants are [C:1]([O:5][C:6]([NH:8][C@@H:9]1[CH:14]=[C:13]([C:15]2[CH:20]=[CH:19][N:18]=[CH:17][C:16]=2[N+:21]([O-])=O)[CH2:12][C@H:11]([CH3:24])[C@H:10]1[O:25][CH2:26][CH2:27][C:28]([O:30][CH3:31])=[O:29])=[O:7])([CH3:4])([CH3:3])[CH3:2]. The catalyst is CCO.[Pd]. The product is [NH2:21][C:16]1[CH:17]=[N:18][CH:19]=[CH:20][C:15]=1[C@@H:13]1[CH2:12][C@H:11]([CH3:24])[C@@H:10]([O:25][CH2:26][CH2:27][C:28]([O:30][CH3:31])=[O:29])[C@H:9]([NH:8][C:6]([O:5][C:1]([CH3:2])([CH3:4])[CH3:3])=[O:7])[CH2:14]1. The yield is 1.00. (4) The reactants are [F:1][C:2]1[CH:7]=[CH:6][CH:5]=[CH:4][C:3]=1[N:8]1[C:16]2[C:11](=[C:12]([N:17]3[CH2:21][CH2:20][N:19]([CH2:22][C:23](O)=[O:24])[C:18]3=[O:26])[CH:13]=[CH:14][CH:15]=2)[CH:10]=[N:9]1.Cl.[C@H:28]12[CH2:34][C@H:31]([NH:32][CH2:33]1)[CH2:30][O:29]2.C(N(C(C)C)C(C)C)C.CN(C(ON1N=NC2C=CC=NC1=2)=[N+](C)C)C.F[P-](F)(F)(F)(F)F. The catalyst is O1CCCC1. The product is [F:1][C:2]1[CH:7]=[CH:6][CH:5]=[CH:4][C:3]=1[N:8]1[C:16]2[C:11](=[C:12]([N:17]3[CH2:21][CH2:20][N:19]([CH2:22][C:23]([N:32]4[CH2:33][C@@H:28]5[CH2:34][C@H:31]4[CH2:30][O:29]5)=[O:24])[C:18]3=[O:26])[CH:13]=[CH:14][CH:15]=2)[CH:10]=[N:9]1. The yield is 0.490. (5) The reactants are [CH2:1]([CH:8]1[CH2:13][CH2:12][N:11]([C:14](=[O:18])[C:15](O)=[O:16])[CH2:10][CH2:9]1)[C:2]1[CH:7]=[CH:6][CH:5]=[CH:4][CH:3]=1.[Cl-:19]. No catalyst specified. The product is [CH2:1]([CH:8]1[CH2:13][CH2:12][N:11]([C:14](=[O:18])[C:15]([Cl:19])=[O:16])[CH2:10][CH2:9]1)[C:2]1[CH:7]=[CH:6][CH:5]=[CH:4][CH:3]=1. The yield is 0.995. (6) The reactants are [CH:1]([C:3]1[CH:8]=[CH:7][C:6]([C:9]2[CH:14]=[CH:13][C:12]([CH2:15][CH2:16][C:17]([C:19]3[O:20][C:21]([C:24]4[N:29]=[C:28]([C:30]([O:32][CH3:33])=[O:31])[CH:27]=[CH:26][CH:25]=4)=[CH:22][N:23]=3)=[O:18])=[CH:11][CH:10]=2)=[CH:5][CH:4]=1)=O.[NH:34]1[CH2:39][CH2:38][CH2:37][CH2:36][CH2:35]1.[BH-](OC(C)=O)(OC(C)=O)OC(C)=O.[Na+]. The catalyst is ClC(Cl)C. The product is [N:34]1([CH2:1][C:3]2[CH:4]=[CH:5][C:6]([C:9]3[CH:10]=[CH:11][C:12]([CH2:15][CH2:16][C:17]([C:19]4[O:20][C:21]([C:24]5[N:29]=[C:28]([C:30]([O:32][CH3:33])=[O:31])[CH:27]=[CH:26][CH:25]=5)=[CH:22][N:23]=4)=[O:18])=[CH:13][CH:14]=3)=[CH:7][CH:8]=2)[CH2:39][CH2:38][CH2:37][CH2:36][CH2:35]1. The yield is 0.640. (7) The reactants are Cl[C:2]1[CH:7]=[CH:6][NH:5][C:4](=[O:8])[C:3]=1[C:9]1[NH:20][C:19]2[C:11](=[CH:12][C:13]3[CH2:14][N:15]([CH:22]4[CH2:27][CH2:26][N:25]([CH3:28])[CH2:24][CH2:23]4)[C:16](=[O:21])[C:17]=3[CH:18]=2)[N:10]=1.[NH2:29][CH2:30][CH2:31][NH:32][S:33]([C:36]1[CH:41]=[CH:40][CH:39]=[CH:38][C:37]=1[Br:42])(=[O:35])=[O:34].CCN(CC)CC. The catalyst is CCO. The product is [Br:42][C:37]1[CH:38]=[CH:39][CH:40]=[CH:41][C:36]=1[S:33]([NH:32][CH2:31][CH2:30][NH:29][C:2]1[CH:7]=[CH:6][NH:5][C:4](=[O:8])[C:3]=1[C:9]1[NH:20][C:19]2[C:11]([N:10]=1)=[CH:12][C:13]1[CH2:14][N:15]([CH:22]3[CH2:27][CH2:26][N:25]([CH3:28])[CH2:24][CH2:23]3)[C:16](=[O:21])[C:17]=1[CH:18]=2)(=[O:35])=[O:34]. The yield is 0.110. (8) The yield is 0.180. The catalyst is [O-]CC.[Ti+4].[O-]CC.[O-]CC.[O-]CC. The reactants are [CH3:1][C:2]([S:5]([NH2:7])=[O:6])([CH3:4])[CH3:3].[Br:8][C:9]1[CH:17]=[C:16]2[C:12]([CH2:13][C:14]3([CH2:23][CH2:22][CH:21]([C:24]([F:27])([F:26])[F:25])[CH2:20][CH2:19]3)[C:15]2=O)=[CH:11][CH:10]=1. The product is [Br:8][C:9]1[CH:17]=[C:16]2[C:12](=[CH:11][CH:10]=1)[CH2:13][C:14]1([CH2:19][CH2:20][CH:21]([C:24]([F:25])([F:26])[F:27])[CH2:22][CH2:23]1)[C:15]2=[N:7][S:5]([C:2]([CH3:4])([CH3:3])[CH3:1])=[O:6]. (9) The reactants are [CH2:1]([C:5]1[CH:6]=[C:7]2[C:13]([C:14]3[N:15]=[C:16]([C:19]([OH:21])=O)[S:17][CH:18]=3)=[CH:12][NH:11][C:8]2=[N:9][CH:10]=1)[CH:2]([CH3:4])[CH3:3].C(N(CC)C(C)C)(C)C.[NH:31]1[CH2:36][CH2:35][CH2:34][CH2:33][CH2:32]1.F[P-](F)(F)(F)(F)F.N1(O[P+](N2CCCC2)(N2CCCC2)N2CCCC2)C2C=CC=CC=2N=N1. The catalyst is CN(C=O)C. The product is [CH2:1]([C:5]1[CH:6]=[C:7]2[C:13]([C:14]3[N:15]=[C:16]([C:19]([N:31]4[CH2:36][CH2:35][CH2:34][CH2:33][CH2:32]4)=[O:21])[S:17][CH:18]=3)=[CH:12][NH:11][C:8]2=[N:9][CH:10]=1)[CH:2]([CH3:3])[CH3:4]. The yield is 0.570.